Predict the reaction yield, written as a fraction of the theoretical maximum amount of product (1.0 means a 100% yield; for example, 0.34 means a 34% yield). From a dataset of Reaction yield outcomes from USPTO patents with 853,638 reactions. (1) The reactants are [CH2:1]([C:3]1[CH:4]=[N:5][C:6]([O:9][CH:10]2[CH2:15][CH2:14][CH:13]([OH:16])[CH2:12][CH2:11]2)=[N:7][CH:8]=1)[CH3:2].CC([O-])(C)C.[K+].[Cl:23][C:24]1[N:25]=[N:26][C:27](Cl)=[CH:28][CH:29]=1. The catalyst is C1COCC1.CCOC(C)=O.[Cl-].[Na+].O. The product is [Cl:23][C:24]1[N:25]=[N:26][C:27]([O:16][CH:13]2[CH2:14][CH2:15][CH:10]([O:9][C:6]3[N:7]=[CH:8][C:3]([CH2:1][CH3:2])=[CH:4][N:5]=3)[CH2:11][CH2:12]2)=[CH:28][CH:29]=1. The yield is 0.790. (2) The reactants are [C:1]([O:6][C:7]12[CH2:16][CH:11]3[CH2:12][CH:13]([CH2:15]C(O)([CH2:10]3)C1)[CH2:14]2)(=[O:5])[C:2](C)=C.F[C:19](F)(F)[C:20]([O:22][C:23](=[O:28])[C:24]([F:27])([F:26])[F:25])=O.[CH2:31]1[CH2:35]OC[CH2:32]1.[C:36](=[O:39])(O)[O-:37].[Na+]. The catalyst is C(OCC)(=O)C. The product is [C:36]([O:37][CH2:2][C:1](=[O:5])[O:6][C:7]12[CH2:14][CH:13]3[CH2:12][CH:11]([CH2:10][C:20]([O:22][C:23](=[O:28])[C:24]([F:27])([F:26])[F:25])([CH2:15]3)[CH2:19]1)[CH2:16]2)(=[O:39])[C:31]([CH3:35])=[CH2:32]. The yield is 0.860. (3) The reactants are [Cl:1][C:2]1[CH:7]=[C:6]([Cl:8])[CH:5]=[CH:4][C:3]=1[C:9]1([OH:34])[C:17]2[C:12](=[CH:13][C:14](I)=[CH:15][C:16]=2[C:18]([F:21])([F:20])[F:19])[N:11]([CH2:23][C@H:24]2[CH2:27][C@H:26]([N:28]([CH2:31][CH3:32])[CH2:29][CH3:30])[CH2:25]2)[C:10]1=[O:33].C(=O)(O)[O-].[Na+].[CH3:40][N:41](C)C=O. The catalyst is [C-]#N.[Zn+2].[C-]#N. The product is [Cl:1][C:2]1[CH:7]=[C:6]([Cl:8])[CH:5]=[CH:4][C:3]=1[C:9]1([OH:34])[C:17]2[C:12](=[CH:13][C:14]([C:40]#[N:41])=[CH:15][C:16]=2[C:18]([F:21])([F:20])[F:19])[N:11]([CH2:23][C@H:24]2[CH2:27][C@H:26]([N:28]([CH2:31][CH3:32])[CH2:29][CH3:30])[CH2:25]2)[C:10]1=[O:33]. The yield is 0.940. (4) The reactants are C([Mg]Cl)(C)C.I[C:7]1[N:11]([CH3:12])[N:10]=[CH:9][CH:8]=1.[N:13](/[C:22]([O:24][C:25]([CH3:28])([CH3:27])[CH3:26])=[O:23])=[N:14]\[C:15]([O:17][C:18]([CH3:21])([CH3:20])[CH3:19])=[O:16].[NH4+].[Cl-]. The catalyst is O1CCCC1. The product is [CH3:12][N:11]1[C:7]([N:13]([C:22]([O:24][C:25]([CH3:28])([CH3:27])[CH3:26])=[O:23])[NH:14][C:15]([O:17][C:18]([CH3:19])([CH3:20])[CH3:21])=[O:16])=[CH:8][CH:9]=[N:10]1. The yield is 0.576. (5) The reactants are C([O:8][C:9]1[C:14](=[O:15])[N:13]=[C:12]([CH2:16][C:17]2[CH:22]=[CH:21][C:20]([Cl:23])=[CH:19][C:18]=2[C:24]2[CH:25]=[N:26][CH:27]=[CH:28][CH:29]=2)[N:11]2[CH2:30][CH2:31][N:32]([CH:35]([CH3:37])[CH3:36])[C:33](=[O:34])[C:10]=12)C1C=CC=CC=1.OS(O)(=O)=O. The catalyst is C(O)(=O)C. The product is [Cl:23][C:20]1[CH:21]=[CH:22][C:17]([CH2:16][C:12]2[N:11]3[CH2:30][CH2:31][N:32]([CH:35]([CH3:37])[CH3:36])[C:33](=[O:34])[C:10]3=[C:9]([OH:8])[C:14](=[O:15])[N:13]=2)=[C:18]([C:24]2[CH:25]=[N:26][CH:27]=[CH:28][CH:29]=2)[CH:19]=1. The yield is 0.323. (6) The reactants are [Si]([O:8][C:9]1[CH:14]=[CH:13][C:12]([C:15]2[N:16]=[C:17]([C:22]3[S:23][CH:24]=[CH:25][CH:26]=3)[C:18]([NH2:21])=[N:19][CH:20]=2)=[CH:11][CH:10]=1)(C(C)(C)C)(C)C.[Si]([O:34][C:35]1[CH:40]=[CH:39][C:38]([CH2:41][C:42](=O)[CH:43](OCC)[O:44]CC)=[CH:37][CH:36]=1)(C(C)(C)C)(C)C.Cl.CCCCCC. The catalyst is O1CCOCC1. The product is [OH:34][C:35]1[CH:36]=[CH:37][C:38]([CH2:41][C:42]2[C:43](=[O:44])[N:19]3[CH:20]=[C:15]([C:12]4[CH:11]=[CH:10][C:9]([OH:8])=[CH:14][CH:13]=4)[NH:16][C:17]([C:22]4[S:23][CH:24]=[CH:25][CH:26]=4)=[C:18]3[N:21]=2)=[CH:39][CH:40]=1. The yield is 0.228. (7) The reactants are [N:1]1(C(OC(C)(C)C)=O)[CH2:6][CH2:5][CH:4]([C:7]([O:9][CH2:10][N:11]2[C:16](=[O:17])[CH2:15][CH2:14][CH:13]([N:18]3[CH2:26][C:25]4[C:20](=[CH:21][CH:22]=[C:23]([CH2:27][NH:28][C:29]([NH:31][C:32]5[CH:37]=[CH:36][C:35]([CH3:38])=[C:34]([Cl:39])[CH:33]=5)=[O:30])[CH:24]=4)[C:19]3=[O:40])[C:12]2=[O:41])=[O:8])[CH2:3][CH2:2]1.Cl. The catalyst is CCOCC. The product is [ClH:39].[NH:1]1[CH2:6][CH2:5][CH:4]([C:7]([O:9][CH2:10][N:11]2[C:16](=[O:17])[CH2:15][CH2:14][CH:13]([N:18]3[CH2:26][C:25]4[C:20](=[CH:21][CH:22]=[C:23]([CH2:27][NH:28][C:29]([NH:31][C:32]5[CH:37]=[CH:36][C:35]([CH3:38])=[C:34]([Cl:39])[CH:33]=5)=[O:30])[CH:24]=4)[C:19]3=[O:40])[C:12]2=[O:41])=[O:8])[CH2:3][CH2:2]1. The yield is 1.05. (8) The reactants are [C:1]1([C@@H:7]2[CH2:11][NH:10][C:9](=[O:12])[CH2:8]2)[CH:6]=[CH:5][CH:4]=[CH:3][CH:2]=1.[H-].[Na+].Br[CH2:16][C:17]([O:19][CH2:20][CH3:21])=[O:18]. The catalyst is O1CCOCC1. The product is [CH2:20]([O:19][C:17]([CH2:16][N:10]1[CH2:11][C@@H:7]([C:1]2[CH:2]=[CH:3][CH:4]=[CH:5][CH:6]=2)[CH2:8][C:9]1=[O:12])=[O:18])[CH3:21]. The yield is 0.640.